The task is: Predict the reactants needed to synthesize the given product.. This data is from Full USPTO retrosynthesis dataset with 1.9M reactions from patents (1976-2016). (1) Given the product [CH:1]1[C:10]2[C:5](=[CH:6][CH:7]=[CH:8][CH:9]=2)[CH:4]=[CH:3][C:2]=1[S:11]([C:14]1(/[CH:17]=[CH:18]/[C:19]([OH:21])=[O:20])[CH2:16][CH2:15]1)(=[O:13])=[O:12], predict the reactants needed to synthesize it. The reactants are: [CH:1]1[C:10]2[C:5](=[CH:6][CH:7]=[CH:8][CH:9]=2)[CH:4]=[CH:3][C:2]=1[S:11]([C:14]1(/[CH:17]=[CH:18]/[C:19]([O:21]C)=[O:20])[CH2:16][CH2:15]1)(=[O:13])=[O:12].Cl. (2) The reactants are: [C:1](Cl)(=[O:10])[C:2]1[NH:9][C:7](=[O:8])[NH:6][C:4](=[O:5])[CH:3]=1.[NH2:12][C@H:13]([C:17]([OH:19])=[O:18])[CH:14]([CH3:16])[CH3:15].C(=O)=O.CC(C)=O. Given the product [O:8]=[C:7]1[NH:9][C:2]([C:1]([NH:12][CH:13]([CH:14]([CH3:16])[CH3:15])[C:17]([OH:19])=[O:18])=[O:10])=[CH:3][C:4](=[O:5])[NH:6]1, predict the reactants needed to synthesize it.